This data is from Forward reaction prediction with 1.9M reactions from USPTO patents (1976-2016). The task is: Predict the product of the given reaction. Given the reactants [CH2:1]([NH:3][C:4]([NH2:6])=[O:5])[CH3:2].C[O-].[Na+].[Cl:10][C:11]1[CH:26]=[CH:25][C:14]([CH2:15][CH:16]([C:21]([O:23]C)=O)[C:17]([O:19]C)=O)=[CH:13][CH:12]=1.C(O)(=O)CC(CC(O)=O)(C(O)=O)O, predict the reaction product. The product is: [Cl:10][C:11]1[CH:12]=[CH:13][C:14]([CH2:15][CH:16]2[C:17](=[O:19])[N:3]([CH2:1][CH3:2])[C:4](=[O:5])[NH:6][C:21]2=[O:23])=[CH:25][CH:26]=1.